The task is: Predict the reactants needed to synthesize the given product.. This data is from Full USPTO retrosynthesis dataset with 1.9M reactions from patents (1976-2016). (1) Given the product [Cl:1][C:2]1[CH:7]=[CH:6][CH:5]=[CH:4][C:3]=1[C:8]1[CH:9]=[CH:10][C:11]([NH:14][S:22]([C:20]2[CH:21]=[C:16]([F:15])[CH:17]=[CH:18][C:19]=2[CH3:26])(=[O:23])=[O:24])=[N:12][CH:13]=1, predict the reactants needed to synthesize it. The reactants are: [Cl:1][C:2]1[CH:7]=[CH:6][CH:5]=[CH:4][C:3]=1[C:8]1[CH:9]=[CH:10][C:11]([NH2:14])=[N:12][CH:13]=1.[F:15][C:16]1[CH:17]=[CH:18][C:19]([CH3:26])=[C:20]([S:22](Cl)(=[O:24])=[O:23])[CH:21]=1. (2) Given the product [NH2:15][C@H:8]([CH2:7][CH:1]1[CH2:2][CH2:3][CH2:4][CH2:5][CH2:6]1)[CH:9]([OH:14])[C:10]([NH:12]/[N:13]=[CH:34]/[C:33]1[CH:36]=[CH:37][C:30]([Cl:29])=[CH:31][CH:32]=1)=[O:11], predict the reactants needed to synthesize it. The reactants are: [CH:1]1([CH2:7][C@@H:8]([NH:15]C(=O)OC(C)(C)C)[CH:9]([OH:14])[C:10]([NH:12][NH2:13])=[O:11])[CH2:6][CH2:5][CH2:4][CH2:3][CH2:2]1.N1C=CC=CC=1.[Cl:29][C:30]1[CH:37]=[CH:36][C:33]([CH:34]=O)=[CH:32][CH:31]=1. (3) The reactants are: [Li]CCCC.C(NC(C)C)(C)C.[C:13]([N:18]1[C@@H:22]([CH3:23])[C@@H:21]([C:24]2[CH:29]=[CH:28][CH:27]=[CH:26][CH:25]=2)[O:20][C:19]1=[O:30])(=[O:17])[CH2:14][CH2:15][CH3:16].C[C@H]1[C@@H](C2C=CC=CC=2)OC(=O)N1.Br[CH2:45][C:46]1[CH:51]=[CH:50][C:49]([O:52][CH3:53])=[CH:48][C:47]=1[CH:54]=[CH2:55]. Given the product [CH3:53][O:52][C:49]1[CH:50]=[CH:51][C:46]([CH2:45][C@@H:14]([CH2:15][CH3:16])[C:13]([N:18]2[C@@H:22]([CH3:23])[C@@H:21]([C:24]3[CH:25]=[CH:26][CH:27]=[CH:28][CH:29]=3)[O:20][C:19]2=[O:30])=[O:17])=[C:47]([CH:54]=[CH2:55])[CH:48]=1, predict the reactants needed to synthesize it. (4) Given the product [OH:1][CH2:2][C@@H:3]([CH2:19][CH2:20][CH2:21][CH3:22])[C:4]([OH:5])=[O:23], predict the reactants needed to synthesize it. The reactants are: [OH:1][CH2:2][C@@H:3]([CH2:19][CH2:20][CH2:21][CH3:22])[C:4](N1[C@@H](CC2C=CC=CC=2)COC1=O)=[O:5].[OH:23]O.O.[OH-].[Li+].